From a dataset of Catalyst prediction with 721,799 reactions and 888 catalyst types from USPTO. Predict which catalyst facilitates the given reaction. (1) Reactant: C([O:4][C@@H:5]1[C:14]2[N:13]=[C:12]([CH:15]([CH3:17])[CH3:16])[C:11]3[C@@H:18]([C:26]4[CH:31]=[CH:30][C:29]([C:32]([F:35])([F:34])[F:33])=[CH:28][C:27]=4[F:36])[O:19][C:20]4([CH2:25][CH2:24][O:23][CH2:22][CH2:21]4)[C:10]=3[C:9]=2[C@@H:8]([O:37][Si](C(C)(C)C)(C)C)[CH2:7][C:6]1([CH3:46])[CH3:45])(=O)C.C(=O)([O-])[O-].[K+].[K+]. Product: [F:36][C:27]1[CH:28]=[C:29]([C:32]([F:33])([F:34])[F:35])[CH:30]=[CH:31][C:26]=1[C@@H:18]1[C:11]2[C:12]([CH:15]([CH3:17])[CH3:16])=[N:13][C:14]3[C@@H:5]([OH:4])[C:6]([CH3:45])([CH3:46])[CH2:7][C@H:8]([OH:37])[C:9]=3[C:10]=2[C:20]2([CH2:21][CH2:22][O:23][CH2:24][CH2:25]2)[O:19]1. The catalyst class is: 5. (2) Reactant: Cl[C:2]1[N:7]=[C:6]([NH:8][C:9]2[N:14]=[CH:13][C:12]3[N:15]=[CH:16][N:17]([CH:18]([CH3:20])[CH3:19])[C:11]=3[CH:10]=2)[CH:5]=[CH:4][N:3]=1.Cl.[F:22][C:23]([F:32])([F:31])[O:24][CH:25]1[CH2:30][CH2:29][NH:28][CH2:27][CH2:26]1.C(N(CC)CC)C.CC(O)C. Product: [CH:18]([N:17]1[C:11]2[CH:10]=[C:9]([NH:8][C:6]3[CH:5]=[CH:4][N:3]=[C:2]([N:28]4[CH2:27][CH2:26][CH:25]([O:24][C:23]([F:22])([F:31])[F:32])[CH2:30][CH2:29]4)[N:7]=3)[N:14]=[CH:13][C:12]=2[N:15]=[CH:16]1)([CH3:20])[CH3:19]. The catalyst class is: 4. (3) Reactant: [F:1][C:2]1[CH:13]=[CH:12][CH:11]=[CH:10][C:3]=1[CH2:4][C:5]([CH:7]1[CH2:9][CH2:8]1)=[O:6].[ClH:14].O. Product: [Cl:14][CH2:9][CH2:8][CH2:7][C:5](=[O:6])[CH2:4][C:3]1[CH:10]=[CH:11][CH:12]=[CH:13][C:2]=1[F:1]. The catalyst class is: 4.